This data is from Forward reaction prediction with 1.9M reactions from USPTO patents (1976-2016). The task is: Predict the product of the given reaction. (1) Given the reactants [F:1][C:2]1[CH:3]=[C:4]([CH:8]=[CH:9][C:10]=1[OH:11])[C:5]([OH:7])=O.[F:12][C:13]1[CH:14]=[CH:15][C:16]([O:19][CH2:20][C@@H:21]2[CH2:26][CH2:25][C@H:24]([CH2:27][NH2:28])[CH2:23][CH2:22]2)=[N:17][CH:18]=1, predict the reaction product. The product is: [F:1][C:2]1[CH:3]=[C:4]([CH:8]=[CH:9][C:10]=1[OH:11])[C:5]([NH:28][CH2:27][C@H:24]1[CH2:25][CH2:26][C@@H:21]([CH2:20][O:19][C:16]2[CH:15]=[CH:14][C:13]([F:12])=[CH:18][N:17]=2)[CH2:22][CH2:23]1)=[O:7]. (2) The product is: [CH3:1][O:2][C:3](=[O:22])[CH:4]([NH:12][C:13]([C:14]1[CH:19]=[CH:18][C:17]([C:34]2[CH:35]=[CH:36][C:31]([O:30][CH2:23][C:24]3[CH:25]=[CH:26][CH:27]=[CH:28][CH:29]=3)=[C:32]([F:40])[CH:33]=2)=[CH:16][CH:15]=1)=[O:21])[CH2:5][C:6]1[CH:11]=[CH:10][CH:9]=[CH:8][CH:7]=1. Given the reactants [CH3:1][O:2][C:3](=[O:22])[CH:4]([NH:12][C:13](=[O:21])[C:14]1[CH:19]=[CH:18][C:17](I)=[CH:16][CH:15]=1)[CH2:5][C:6]1[CH:11]=[CH:10][CH:9]=[CH:8][CH:7]=1.[CH2:23]([O:30][C:31]1[CH:36]=[CH:35][C:34](B(O)O)=[CH:33][C:32]=1[F:40])[C:24]1[CH:29]=[CH:28][CH:27]=[CH:26][CH:25]=1.C(=O)([O-])[O-].[Na+].[Na+], predict the reaction product. (3) Given the reactants [CH3:1][O:2][C:3]1[CH:20]=[CH:19][C:6]2[N:7]=[C:8]([C:10]3[CH:15]=[CH:14][C:13]([N+:16]([O-])=O)=[CH:12][CH:11]=3)[S:9][C:5]=2[CH:4]=1.O.O.[Sn](Cl)Cl, predict the reaction product. The product is: [CH3:1][O:2][C:3]1[CH:20]=[CH:19][C:6]2[N:7]=[C:8]([C:10]3[CH:11]=[CH:12][C:13]([NH2:16])=[CH:14][CH:15]=3)[S:9][C:5]=2[CH:4]=1.